Dataset: Reaction yield outcomes from USPTO patents with 853,638 reactions. Task: Predict the reaction yield, written as a fraction of the theoretical maximum amount of product (1.0 means a 100% yield; for example, 0.34 means a 34% yield). (1) The reactants are [O:1]=[C:2]1[NH:7][C:6]2[CH:8]=[C:9]([C:12]([OH:14])=[O:13])[CH:10]=[CH:11][C:5]=2[O:4][CH2:3]1.Cl.CN(C)[CH2:18][CH2:19]CN=C=NCC.O.ON1C2C=CC=CC=2N=N1.C(N(CC)CC)C.C(O)C.FC(F)(F)C(O)=O. The catalyst is CN(C)C1C=CN=CC=1.ClCCl.CC#N.O. The product is [O:1]=[C:2]1[NH:7][C:6]2[CH:8]=[C:9]([C:12]([O:14][CH2:18][CH3:19])=[O:13])[CH:10]=[CH:11][C:5]=2[O:4][CH2:3]1. The yield is 0.860. (2) The reactants are Cl[C:2]1[C:7]([C:8]([F:11])([F:10])[F:9])=[CH:6][N:5]=[C:4]([NH:12][C:13]2[C:25]([O:26][CH3:27])=[CH:24][C:16]3[CH2:17][CH2:18][O:19][C:20](=[O:23])[N:21]([CH3:22])[C:15]=3[CH:14]=2)[N:3]=1.[CH3:28][O:29][C:30]1[CH:35]=[C:34]([N:36]2[CH2:41][CH2:40][O:39][CH2:38][CH2:37]2)[CH:33]=[CH:32][C:31]=1[NH2:42]. No catalyst specified. The product is [CH3:27][O:26][C:25]1[C:13]([NH:12][C:4]2[N:3]=[C:2]([NH:42][C:31]3[CH:32]=[CH:33][C:34]([N:36]4[CH2:37][CH2:38][O:39][CH2:40][CH2:41]4)=[CH:35][C:30]=3[O:29][CH3:28])[C:7]([C:8]([F:11])([F:10])[F:9])=[CH:6][N:5]=2)=[CH:14][C:15]2[N:21]([CH3:22])[C:20](=[O:23])[O:19][CH2:18][CH2:17][C:16]=2[CH:24]=1. The yield is 0.430. (3) The reactants are O.F[C:3]1[CH:10]=[CH:9][C:6]([CH:7]=[O:8])=[CH:5][CH:4]=1.[C:11](=O)([O-])[O-].[Na+].[Na+].C[N:18]1[CH2:23][CH2:22][NH:21][CH2:20][CH2:19]1. The catalyst is ClCCl. The product is [CH3:11][CH:19]1[CH2:20][NH:21][CH2:22][CH2:23][N:18]1[C:3]1[CH:10]=[CH:9][C:6]([CH:7]=[O:8])=[CH:5][CH:4]=1. The yield is 0.400. (4) The reactants are Cl.F[C:3]1[C:8]([C:9]2[N:14]=[C:13]([CH3:15])[N:12]=[C:11]([NH2:16])[N:10]=2)=[CH:7][CH:6]=[CH:5][N:4]=1.[NH:17]1[C:25]2[CH:24]=[CH:23][CH:22]=[C:21]([NH2:26])[C:20]=2[CH:19]=[CH:18]1.O1CCOCC1. No catalyst specified. The product is [NH2:16][C:11]1[N:12]=[C:13]([CH3:15])[N:14]=[C:9]([C:8]2[C:3]([NH:26][C:21]3[C:20]4[CH:19]=[CH:18][NH:17][C:25]=4[CH:24]=[CH:23][CH:22]=3)=[N:4][CH:5]=[CH:6][CH:7]=2)[N:10]=1. The yield is 0.220. (5) The reactants are [Cl:1][C:2]1[CH:9]=[CH:8][C:5]([C:6]#[N:7])=[C:4]([O:10][CH:11]([C:23]2[CH:27]=[CH:26][S:25][CH:24]=2)[CH2:12][CH2:13][CH2:14][O:15][Si](C(C)(C)C)(C)C)[CH:3]=1.C1(C)C=CC(S([O-])(=O)=O)=CC=1.[NH+]1C=CC=CC=1. The catalyst is C(O)C. The product is [Cl:1][C:2]1[CH:9]=[CH:8][C:5]([C:6]#[N:7])=[C:4]([O:10][CH:11]([C:23]2[CH:27]=[CH:26][S:25][CH:24]=2)[CH2:12][CH2:13][CH2:14][OH:15])[CH:3]=1. The yield is 0.880. (6) The reactants are [F:1][C:2]1[CH:3]=[C:4]([C:8]2[CH:9]=[C:10]3[C:15](=[CH:16][CH:17]=2)[N:14]=[C:13]([C:18]2[CH:19]=[N:20][CH:21]=[CH:22][CH:23]=2)[N:12]=[C:11]3[NH:24][CH2:25][CH2:26][C:27]([OH:29])=O)[CH:5]=[CH:6][CH:7]=1.F[P-](F)(F)(F)(F)F.N1(O[P+](N(C)C)(N(C)C)[N:48]([CH3:50])[CH3:49])C2C=CC=CC=2N=N1.CN([P+](Br)(N(C)C)N(C)C)C.F[P-](F)(F)(F)(F)F.CCN(C(C)C)C(C)C.Cl.CNC. The catalyst is CN(C=O)C. The product is [F:1][C:2]1[CH:3]=[C:4]([C:8]2[CH:9]=[C:10]3[C:15](=[CH:16][CH:17]=2)[N:14]=[C:13]([C:18]2[CH:19]=[N:20][CH:21]=[CH:22][CH:23]=2)[N:12]=[C:11]3[NH:24][CH2:25][CH2:26][C:27]([N:48]([CH3:50])[CH3:49])=[O:29])[CH:5]=[CH:6][CH:7]=1. The yield is 0.114. (7) The reactants are [Br:1][C:2]1[C:10]2[NH:9][CH:8]=[N:7][C:6]=2[C:5](Br)=[CH:4][C:3]=1[NH2:12].[CH3:13][Sn](C)(C)C.[CH:18](Cl)(Cl)Cl.C[N:23]([CH:25]=O)[CH3:24]. The catalyst is Cl[Pd](Cl)([P](C1C=CC=CC=1)(C1C=CC=CC=1)C1C=CC=CC=1)[P](C1C=CC=CC=1)(C1C=CC=CC=1)C1C=CC=CC=1. The product is [Br:1][C:2]1[C:10]2[NH:9][CH:8]=[N:7][C:6]=2[C:5]([CH3:13])=[CH:4][C:3]=1[NH2:12].[CH3:18][C:2]1[C:3]2[NH:12][CH:25]=[N:23][C:24]=2[C:5]([CH3:4])=[CH:6][C:10]=1[NH2:9]. The yield is 0.290.